Dataset: Reaction yield outcomes from USPTO patents with 853,638 reactions. Task: Predict the reaction yield, written as a fraction of the theoretical maximum amount of product (1.0 means a 100% yield; for example, 0.34 means a 34% yield). The product is [F:10][C:8]1[CH:7]=[CH:6][C:3]2[C:2]([CH:9]=1)=[C:13]1[C:12]([CH:17]=[CH:16][CH:15]=[CH:14]1)=[N:11][C:4]=2[NH2:5]. The reactants are Cl[C:2]1[CH:9]=[C:8]([F:10])[CH:7]=[CH:6][C:3]=1[C:4]#[N:5].[NH2:11][C:12]1[CH:17]=[CH:16][CH:15]=[CH:14][C:13]=1B1OC(C)(C)C(C)(C)O1.C1C2CC3(N)CC(C2)CC1C3.Cl.C(=O)([O-])[O-].[Cs+].[Cs+]. The catalyst is C([O-])(=O)C.[Pd+2].C([O-])(=O)C.C(Cl)Cl.O.O1CCOCC1. The yield is 0.320.